From a dataset of Peptide-MHC class I binding affinity with 185,985 pairs from IEDB/IMGT. Regression. Given a peptide amino acid sequence and an MHC pseudo amino acid sequence, predict their binding affinity value. This is MHC class I binding data. (1) The peptide sequence is IIYYQLAGY. The MHC is HLA-A26:01 with pseudo-sequence HLA-A26:01. The binding affinity (normalized) is 0.597. (2) The peptide sequence is IVHPPMLYM. The MHC is HLA-C08:02 with pseudo-sequence HLA-C08:02. The binding affinity (normalized) is 0.0847.